From a dataset of Retrosynthesis with 50K atom-mapped reactions and 10 reaction types from USPTO. Predict the reactants needed to synthesize the given product. (1) Given the product CCSc1nc(=O)n(C(C)(C)C)c(=O)n1Cc1ccc(Cl)cc1, predict the reactants needed to synthesize it. The reactants are: CCSc1nc(=O)n(C(C)(C)C)c(=O)[nH]1.Clc1ccc(CBr)cc1. (2) Given the product COc1cc(F)cc2nc(-c3ccc(OC4CN(C)C4)c(-c4ccc(S(C)=O)cc4)c3)[nH]c(=O)c12, predict the reactants needed to synthesize it. The reactants are: C=O.COc1cc(F)cc2nc(-c3ccc(OC4CNC4)c(-c4ccc(S(C)=O)cc4)c3)[nH]c(=O)c12. (3) Given the product COc1cnc2ccc(=O)n(CCN3CCO[C@@H](CN)C3)c2c1, predict the reactants needed to synthesize it. The reactants are: COc1cnc2ccc(=O)n(CCN3CCO[C@@H](CNC(=O)OC(C)(C)C)C3)c2c1. (4) Given the product Cc1nc(Cc2ccccc2)nc2c1CCN(Cc1ccccc1)CC2, predict the reactants needed to synthesize it. The reactants are: Clc1nc(Cc2ccccc2)nc2c1CCN(Cc1ccccc1)CC2.O=C([O-])[O-]. (5) The reactants are: c1ccc(-c2ccc3ccccc3n2)cc1. Given the product c1ccc(C2CCc3ccccc3N2)cc1, predict the reactants needed to synthesize it.